Dataset: Forward reaction prediction with 1.9M reactions from USPTO patents (1976-2016). Task: Predict the product of the given reaction. (1) Given the reactants [CH3:1][S:2][C:3]1[N:4]=[CH:5][C:6]2[C:15](=[O:16])[N:14]([C:17]3[CH:18]=[C:19]([C:23]4[O:27][C:26](=[O:28])[NH:25][N:24]=4)[CH:20]=[CH:21][CH:22]=3)[CH2:13][C@H:12]3[N:8]([CH2:9][CH2:10][CH2:11]3)[C:7]=2[N:29]=1.CO.[C:32]1(P(C2C=CC=CC=2)C2C=CC=CC=2)C=CC=CC=1.N(C(OCC)=O)=NC(OCC)=O, predict the reaction product. The product is: [CH3:32][N:25]1[N:24]=[C:23]([C:19]2[CH:20]=[CH:21][CH:22]=[C:17]([N:14]3[CH2:13][C@H:12]4[N:8]([CH2:9][CH2:10][CH2:11]4)[C:7]4[N:29]=[C:3]([S:2][CH3:1])[N:4]=[CH:5][C:6]=4[C:15]3=[O:16])[CH:18]=2)[O:27][C:26]1=[O:28]. (2) Given the reactants [CH3:1][C@@H:2]1[CH2:7][N:6]([C:8]2[O:9][C:10]3[C:15]([C:16](=[O:18])[CH:17]=2)=[CH:14][C:13]([C:19]([O:21][CH3:22])=[O:20])=[CH:12][C:11]=3[CH:23]2[CH2:27][CH2:26][CH2:25][NH:24]2)[CH2:5][CH2:4][O:3]1.CC1(C)C2C=CC=C(P(C3C=CC=CC=3)C3C=CC=CC=3)C=2OC2C1=CC=CC=2P(C1C=CC=CC=1)C1C=CC=CC=1.Br[C:71]1[CH:76]=[C:75]([F:77])[CH:74]=[C:73]([F:78])[CH:72]=1.C(=O)([O-])[O-].[Cs+].[Cs+], predict the reaction product. The product is: [F:77][C:75]1[CH:76]=[C:71]([N:24]2[CH2:25][CH2:26][CH2:27][CH:23]2[C:11]2[CH:12]=[C:13]([C:19]([O:21][CH3:22])=[O:20])[CH:14]=[C:15]3[C:10]=2[O:9][C:8]([N:6]2[CH2:5][CH2:4][O:3][C@H:2]([CH3:1])[CH2:7]2)=[CH:17][C:16]3=[O:18])[CH:72]=[C:73]([F:78])[CH:74]=1.